The task is: Predict the reactants needed to synthesize the given product.. This data is from Full USPTO retrosynthesis dataset with 1.9M reactions from patents (1976-2016). Given the product [CH3:19][N:3]1[C:2](=[O:1])[CH2:7][O:6][C:5]2[CH:8]=[CH:9][CH:10]=[C:11]([O:12][CH2:13][C:14]([O:16][CH2:17][CH3:18])=[O:15])[C:4]1=2, predict the reactants needed to synthesize it. The reactants are: [O:1]=[C:2]1[CH2:7][O:6][C:5]2[CH:8]=[CH:9][CH:10]=[C:11]([O:12][CH2:13][C:14]([O:16][CH2:17][CH3:18])=[O:15])[C:4]=2[NH:3]1.[C:19]([O-])([O-])=O.[K+].[K+].CI.